This data is from Full USPTO retrosynthesis dataset with 1.9M reactions from patents (1976-2016). The task is: Predict the reactants needed to synthesize the given product. (1) Given the product [CH3:1][O:2][C:3]([CH:5]1[CH2:7][N:6]([S:8]([C:11]2[CH:16]=[CH:15][CH:14]=[CH:13][C:12]=2[C:17]([F:18])([F:19])[F:20])(=[O:9])=[O:10])[C:28](=[O:29])[N:27]1[C:21]1[CH:26]=[CH:25][CH:24]=[CH:23][CH:22]=1)=[O:4], predict the reactants needed to synthesize it. The reactants are: [CH3:1][O:2][C:3]([CH:5]1[CH2:7][N:6]1[S:8]([C:11]1[CH:16]=[CH:15][CH:14]=[CH:13][C:12]=1[C:17]([F:20])([F:19])[F:18])(=[O:10])=[O:9])=[O:4].[C:21]1([N:27]=[C:28]=[O:29])[CH:26]=[CH:25][CH:24]=[CH:23][CH:22]=1.[I-].[Na+]. (2) Given the product [Si:13]([O:20][C:21]1[C:22]([F:27])=[C:23]([CH:24]=[CH:25][CH:26]=1)[CH:5]=[O:6])([C:16]([CH3:19])([CH3:18])[CH3:17])([CH3:15])[CH3:14], predict the reactants needed to synthesize it. The reactants are: N[C@H]([C:5](O)=[O:6])C[SeH].[Li]CCCC.[Si:13]([O:20][C:21]1[CH:26]=[CH:25][CH:24]=[CH:23][C:22]=1[F:27])([C:16]([CH3:19])([CH3:18])[CH3:17])([CH3:15])[CH3:14].CN(CCN(C)C)C.CN(C=O)C.Cl.